From a dataset of Forward reaction prediction with 1.9M reactions from USPTO patents (1976-2016). Predict the product of the given reaction. Given the reactants [N:1]1[C:2](=[O:9])[NH:3]C(=O)C(=O)C=1.C(O[C:13]([C:15]1([C:40]([O:42]CC)=O)[CH2:19][CH2:18][C:17](=[O:20])[N:16]1[C:21]1[CH:22]=[N:23][C:24]([O:27][C:28]2[CH:33]=[CH:32][C:31]([CH2:34][N:35]3[CH:39]=[CH:38][CH:37]=[N:36]3)=[CH:30][CH:29]=2)=[CH:25][CH:26]=1)=[O:14])C.NC(N)=O, predict the reaction product. The product is: [N:35]1([CH2:34][C:31]2[CH:30]=[CH:29][C:28]([O:27][C:24]3[N:23]=[CH:22][C:21]([N:16]4[C:15]5([C:13](=[O:14])[NH:3][C:2](=[O:9])[NH:1][C:40]5=[O:42])[CH2:19][CH2:18][C:17]4=[O:20])=[CH:26][CH:25]=3)=[CH:33][CH:32]=2)[CH:39]=[CH:38][CH:37]=[N:36]1.